From a dataset of Forward reaction prediction with 1.9M reactions from USPTO patents (1976-2016). Predict the product of the given reaction. (1) Given the reactants ClC(Cl)(Cl)CO[C:5]([C@@H:7]1[CH2:12][CH2:11][CH2:10][N:9]([C:13](=[O:25])[C@@H:14]([NH:16][C:17](=[O:24])[C@@H:18]([NH:22][CH3:23])[CH:19]([CH3:21])[CH3:20])[CH3:15])[NH:8]1)=[O:6].[C:28]([OH:36])(=O)[CH2:29][CH2:30][CH2:31][CH2:32][CH:33]=[CH2:34].C([N:40](CC)[CH:41]([CH3:43])[CH3:42])(C)C.C[NH3+].F[P-](F)(F)(F)(F)F.N1(OC(N(C)C)=[N+](C)C)[C:59]2N=[CH:61][CH:62]=[CH:63][C:58]=2N=N1.F[P-](F)(F)(F)(F)F, predict the reaction product. The product is: [CH:19]([C@@H:18]1[N:22]([CH3:23])[C:28](=[O:36])[CH2:29][CH2:30][CH2:31][CH2:32][CH:33]=[CH:34][C:58]2[CH:59]=[C:43]([CH:61]=[CH:62][CH:63]=2)[C@@H:41]([CH3:42])[NH:40][C:5](=[O:6])[C@H:7]2[NH:8][N:9]([CH2:10][CH2:11][CH2:12]2)[C:13](=[O:25])[C@H:14]([CH3:15])[NH:16][C:17]1=[O:24])([CH3:20])[CH3:21]. (2) Given the reactants [CH2:1]([NH2:3])[CH3:2].[NH2:4][C@H:5]([C:11]([OH:13])=[O:12])[CH2:6][CH2:7][C:8]([OH:10])=O.N[C@H](C([O-])=O)CCC([O-])=O, predict the reaction product. The product is: [NH2:4][C@H:5]([C:11]([OH:13])=[O:12])[CH2:6][CH2:7][C:8]([NH:3][CH2:1][CH3:2])=[O:10]. (3) Given the reactants I[C:2]1[CH:30]=[CH:29][C:5]2[N:6]([CH2:10][C:11]3[CH:16]=[CH:15][C:14]([O:17][CH2:18][C:19]4[CH:20]=[N:21][C:22]([O:25][CH3:26])=[CH:23][CH:24]=4)=[C:13]([O:27][CH3:28])[CH:12]=3)[C:7]([NH2:9])=[N:8][C:4]=2[CH:3]=1.[CH3:31][N:32]1[CH2:37][CH2:36][NH:35][CH2:34][CH2:33]1, predict the reaction product. The product is: [CH3:28][O:27][C:13]1[CH:12]=[C:11]([CH:16]=[CH:15][C:14]=1[O:17][CH2:18][C:19]1[CH:20]=[N:21][C:22]([O:25][CH3:26])=[CH:23][CH:24]=1)[CH2:10][N:6]1[C:5]2[CH:29]=[CH:30][C:2]([N:35]3[CH2:36][CH2:37][N:32]([CH3:31])[CH2:33][CH2:34]3)=[CH:3][C:4]=2[N:8]=[C:7]1[NH2:9]. (4) Given the reactants [F:1][C:2]1[CH:3]=[C:4]([CH:14]([NH:16][C:17]([C:19]2[N:20]=[C:21](Cl)[O:22][CH:23]=2)=[O:18])[CH3:15])[CH:5]=[C:6]([F:13])[C:7]=1[NH:8][S:9]([CH3:12])(=[O:11])=[O:10].[CH2:25]=[C:26]1[C:34]2[CH:33]=[CH:32][CH:31]=[C:30]([OH:35])[C:29]=2[CH2:28][CH2:27]1, predict the reaction product. The product is: [F:1][C:2]1[CH:3]=[C:4]([CH:14]([NH:16][C:17]([C:19]2[N:20]=[C:21]([O:35][C:30]3[CH:31]=[CH:32][CH:33]=[C:34]4[C:29]=3[CH2:28][CH2:27][C:26]4=[CH2:25])[O:22][CH:23]=2)=[O:18])[CH3:15])[CH:5]=[C:6]([F:13])[C:7]=1[NH:8][S:9]([CH3:12])(=[O:11])=[O:10]. (5) Given the reactants Br[C:2]1[CH:3]=[C:4]2[C:9](=[CH:10][CH:11]=1)[N:8]=[CH:7][C:6]([C:12]([CH:14]1[CH2:16][CH2:15]1)=[O:13])=[C:5]2[NH:17][C:18]1[CH:23]=[CH:22][C:21]([CH:24]([OH:29])[CH2:25][N:26]([CH3:28])[CH3:27])=[CH:20][CH:19]=1.[Cl:30][C:31]1[CH:36]=[C:35](B2OC(C)(C)C(C)(C)O2)[CH:34]=[C:33]([Cl:46])[C:32]=1[OH:47], predict the reaction product. The product is: [CH:14]1([C:12]([C:6]2[CH:7]=[N:8][C:9]3[C:4]([C:5]=2[NH:17][C:18]2[CH:23]=[CH:22][C:21]([CH:24]([OH:29])[CH2:25][N:26]([CH3:27])[CH3:28])=[CH:20][CH:19]=2)=[CH:3][C:2]([C:35]2[CH:36]=[C:31]([Cl:30])[C:32]([OH:47])=[C:33]([Cl:46])[CH:34]=2)=[CH:11][CH:10]=3)=[O:13])[CH2:16][CH2:15]1. (6) Given the reactants [Br:1][C:2]1[N:3]=[C:4]([C:23]2[O:27][N:26]=[C:25]([C:28]3[CH:33]=[CH:32][C:31]([CH2:34][Cl:35])=[CH:30][CH:29]=3)[CH:24]=2)[C:5]([N:8](C(OC(C)(C)C)=O)C(=O)OC(C)(C)C)=[N:6][CH:7]=1.C(O)(C(F)(F)F)=O, predict the reaction product. The product is: [Br:1][C:2]1[N:3]=[C:4]([C:23]2[O:27][N:26]=[C:25]([C:28]3[CH:33]=[CH:32][C:31]([CH2:34][Cl:35])=[CH:30][CH:29]=3)[CH:24]=2)[C:5]([NH2:8])=[N:6][CH:7]=1.